From a dataset of Reaction yield outcomes from USPTO patents with 853,638 reactions. Predict the reaction yield, written as a fraction of the theoretical maximum amount of product (1.0 means a 100% yield; for example, 0.34 means a 34% yield). (1) The reactants are C[O:2][C:3](=[O:24])[C:4]1[CH:9]=[CH:8][CH:7]=[C:6]([CH2:10][N:11]2[CH:15]=[C:14]([C:16]3[CH:21]=[CH:20][C:19]([C:22]#[N:23])=[CH:18][CH:17]=3)[CH:13]=[N:12]2)[CH:5]=1. The catalyst is CO.O. The product is [C:22]([C:19]1[CH:18]=[CH:17][C:16]([C:14]2[CH:13]=[N:12][N:11]([CH2:10][C:6]3[CH:5]=[C:4]([CH:9]=[CH:8][CH:7]=3)[C:3]([OH:24])=[O:2])[CH:15]=2)=[CH:21][CH:20]=1)#[N:23]. The yield is 0.710. (2) The reactants are [NH2:1][C:2]1[C:11]2[C:6](=[C:7](I)[C:8]([F:12])=[CH:9][CH:10]=2)[N:5]=[N:4][C:3]=1[C:14]([NH:16][CH:17]1[CH2:19][CH2:18]1)=[O:15].[CH3:20][O:21][C:22]1[C:27](B(O)O)=[CH:26][CH:25]=[CH:24][N:23]=1. No catalyst specified. The product is [NH2:1][C:2]1[C:11]2[C:6](=[C:7]([C:27]3[C:22]([O:21][CH3:20])=[N:23][CH:24]=[CH:25][CH:26]=3)[C:8]([F:12])=[CH:9][CH:10]=2)[N:5]=[N:4][C:3]=1[C:14]([NH:16][CH:17]1[CH2:19][CH2:18]1)=[O:15]. The yield is 0.620. (3) The reactants are C([C:4]1[CH:9]=[CH:8][N:7]=[CH:6][CH:5]=1)(=O)C.[Br:10]Br.[C:12]([OH:15])(=O)[CH3:13]. The catalyst is Br. The product is [BrH:10].[Br:10][CH2:13][C:12]([C:6]1[CH:5]=[CH:4][CH:9]=[CH:8][N:7]=1)=[O:15]. The yield is 0.900. (4) The reactants are N1C=CC=CC=1.[CH2:7]([O:14][N:15]1[C:21](=[O:22])[N:20]2[CH2:23][C@H:16]1[CH2:17][CH2:18][C@H:19]2[C:24]([NH:26][NH:27][C:28]([N:30]1[CH2:35][CH2:34][O:33][CH2:32][CH2:31]1)=O)=[O:25])[C:8]1[CH:13]=[CH:12][CH:11]=[CH:10][CH:9]=1.O(S(C(F)(F)F)(=O)=O)S(C(F)(F)F)(=O)=O.C([O-])(O)=O.[Na+]. The catalyst is C(Cl)Cl. The product is [CH2:7]([O:14][N:15]1[C:21](=[O:22])[N:20]2[CH2:23][C@H:16]1[CH2:17][CH2:18][C@H:19]2[C:24]1[O:25][C:28]([N:30]2[CH2:31][CH2:32][O:33][CH2:34][CH2:35]2)=[N:27][N:26]=1)[C:8]1[CH:9]=[CH:10][CH:11]=[CH:12][CH:13]=1. The yield is 0.330.